Dataset: NCI-60 drug combinations with 297,098 pairs across 59 cell lines. Task: Regression. Given two drug SMILES strings and cell line genomic features, predict the synergy score measuring deviation from expected non-interaction effect. (1) Drug 1: CN(C)C1=NC(=NC(=N1)N(C)C)N(C)C. Drug 2: CN(CC1=CN=C2C(=N1)C(=NC(=N2)N)N)C3=CC=C(C=C3)C(=O)NC(CCC(=O)O)C(=O)O. Cell line: SK-OV-3. Synergy scores: CSS=26.9, Synergy_ZIP=-3.42, Synergy_Bliss=-3.47, Synergy_Loewe=-42.2, Synergy_HSA=-3.96. (2) Drug 1: CN(C)N=NC1=C(NC=N1)C(=O)N. Drug 2: CCCS(=O)(=O)NC1=C(C(=C(C=C1)F)C(=O)C2=CNC3=C2C=C(C=N3)C4=CC=C(C=C4)Cl)F. Cell line: NCI-H322M. Synergy scores: CSS=10.3, Synergy_ZIP=12.6, Synergy_Bliss=20.0, Synergy_Loewe=12.9, Synergy_HSA=13.5. (3) Drug 1: CCCCCOC(=O)NC1=NC(=O)N(C=C1F)C2C(C(C(O2)C)O)O. Drug 2: CS(=O)(=O)OCCCCOS(=O)(=O)C. Cell line: NCI/ADR-RES. Synergy scores: CSS=-2.29, Synergy_ZIP=-2.83, Synergy_Bliss=-6.65, Synergy_Loewe=-6.53, Synergy_HSA=-6.87. (4) Drug 1: CCC1=CC2CC(C3=C(CN(C2)C1)C4=CC=CC=C4N3)(C5=C(C=C6C(=C5)C78CCN9C7C(C=CC9)(C(C(C8N6C)(C(=O)OC)O)OC(=O)C)CC)OC)C(=O)OC.C(C(C(=O)O)O)(C(=O)O)O. Drug 2: CC1CCCC2(C(O2)CC(NC(=O)CC(C(C(=O)C(C1O)C)(C)C)O)C(=CC3=CSC(=N3)C)C)C. Cell line: SR. Synergy scores: CSS=56.2, Synergy_ZIP=-0.103, Synergy_Bliss=-0.420, Synergy_Loewe=-1.22, Synergy_HSA=-0.337. (5) Drug 1: C(CC(=O)O)C(=O)CN.Cl. Drug 2: C1=NNC2=C1C(=O)NC=N2. Cell line: NCI-H522. Synergy scores: CSS=21.8, Synergy_ZIP=-3.49, Synergy_Bliss=2.96, Synergy_Loewe=1.13, Synergy_HSA=1.90. (6) Drug 1: CC12CCC3C(C1CCC2=O)CC(=C)C4=CC(=O)C=CC34C. Drug 2: C1=C(C(=O)NC(=O)N1)N(CCCl)CCCl. Cell line: NCI-H460. Synergy scores: CSS=42.9, Synergy_ZIP=0.0162, Synergy_Bliss=-1.17, Synergy_Loewe=-8.15, Synergy_HSA=0.528. (7) Drug 1: C1CCC(C1)C(CC#N)N2C=C(C=N2)C3=C4C=CNC4=NC=N3. Drug 2: C1CN1P(=S)(N2CC2)N3CC3. Cell line: OVCAR-5. Synergy scores: CSS=-1.45, Synergy_ZIP=3.14, Synergy_Bliss=-4.97, Synergy_Loewe=-14.9, Synergy_HSA=-8.84.